Dataset: NCI-60 drug combinations with 297,098 pairs across 59 cell lines. Task: Regression. Given two drug SMILES strings and cell line genomic features, predict the synergy score measuring deviation from expected non-interaction effect. (1) Drug 1: C1=NNC2=C1C(=O)NC=N2. Drug 2: COCCOC1=C(C=C2C(=C1)C(=NC=N2)NC3=CC=CC(=C3)C#C)OCCOC.Cl. Cell line: UACC-257. Synergy scores: CSS=1.37, Synergy_ZIP=0.490, Synergy_Bliss=1.52, Synergy_Loewe=-0.393, Synergy_HSA=-0.454. (2) Drug 1: CC(CN1CC(=O)NC(=O)C1)N2CC(=O)NC(=O)C2. Drug 2: CC12CCC3C(C1CCC2OP(=O)(O)O)CCC4=C3C=CC(=C4)OC(=O)N(CCCl)CCCl.[Na+]. Cell line: RPMI-8226. Synergy scores: CSS=39.6, Synergy_ZIP=3.39, Synergy_Bliss=7.70, Synergy_Loewe=-12.1, Synergy_HSA=7.83. (3) Drug 1: C1=NC2=C(N=C(N=C2N1C3C(C(C(O3)CO)O)F)Cl)N. Drug 2: CC(C)(C#N)C1=CC(=CC(=C1)CN2C=NC=N2)C(C)(C)C#N. Cell line: M14. Synergy scores: CSS=0.260, Synergy_ZIP=-0.861, Synergy_Bliss=-1.27, Synergy_Loewe=-1.14, Synergy_HSA=-1.03. (4) Drug 1: C1=NC2=C(N1)C(=S)N=CN2. Drug 2: CCC1(C2=C(COC1=O)C(=O)N3CC4=CC5=C(C=CC(=C5CN(C)C)O)N=C4C3=C2)O.Cl. Cell line: TK-10. Synergy scores: CSS=38.1, Synergy_ZIP=-8.02, Synergy_Bliss=-0.678, Synergy_Loewe=-2.61, Synergy_HSA=1.05.